Dataset: Catalyst prediction with 721,799 reactions and 888 catalyst types from USPTO. Task: Predict which catalyst facilitates the given reaction. Reactant: [F:1][C:2]1[CH:7]=[CH:6][C:5]([C:8]2[C:13]([CH3:14])=[CH:12][C:11]([O:15][C@H:16]3[CH2:20][CH2:19][O:18][CH2:17]3)=[CH:10][C:9]=2[CH3:21])=[CH:4][C:3]=1[CH2:22][OH:23].O[C:25]1[CH:38]=[CH:37][C:28]2[C@H:29]([CH2:32][C:33]([O:35][CH3:36])=[O:34])[CH2:30][O:31][C:27]=2[CH:26]=1.C1(P(C2C=CC=CC=2)C2C=CC=CC=2)C=CC=CC=1.N(C(OC(C)C)=O)=NC(OC(C)C)=O. Product: [F:1][C:2]1[CH:7]=[CH:6][C:5]([C:8]2[C:13]([CH3:14])=[CH:12][C:11]([O:15][C@H:16]3[CH2:20][CH2:19][O:18][CH2:17]3)=[CH:10][C:9]=2[CH3:21])=[CH:4][C:3]=1[CH2:22][O:23][C:25]1[CH:38]=[CH:37][C:28]2[C@H:29]([CH2:32][C:33]([O:35][CH3:36])=[O:34])[CH2:30][O:31][C:27]=2[CH:26]=1. The catalyst class is: 4.